From a dataset of Catalyst prediction with 721,799 reactions and 888 catalyst types from USPTO. Predict which catalyst facilitates the given reaction. (1) Reactant: O.[NH2:2][NH2:3].[OH-].[Na+].[CH2:6]([CH:10]1[CH2:16][C:15](=[O:17])[O:14][C:12](=[O:13])[CH2:11]1)[CH:7]([CH3:9])[CH3:8].C(O)(C)C. Product: [NH:2]([C:12]([CH2:11][CH:10]([CH2:6][CH:7]([CH3:9])[CH3:8])[CH2:16][C:15]([OH:14])=[O:17])=[O:13])[NH2:3]. The catalyst class is: 226. (2) Reactant: [Br:1][C:2]1[C:3](F)=[C:4]2[C:10]([NH2:11])=[CH:9][NH:8][C:5]2=[N:6][CH:7]=1.[CH3:13][N:14]([C@@H:22]1[CH2:27][CH2:26][CH2:25][NH:24][CH2:23]1)[C:15](=[O:21])[O:16][C:17]([CH3:20])([CH3:19])[CH3:18].C(N(C(C)C)C(C)C)C. Product: [NH2:11][C:10]1[C:4]2[C:5](=[N:6][CH:7]=[C:2]([Br:1])[C:3]=2[N:24]2[CH2:25][CH2:26][CH2:27][C@@H:22]([N:14]([CH3:13])[C:15](=[O:21])[O:16][C:17]([CH3:18])([CH3:19])[CH3:20])[CH2:23]2)[NH:8][CH:9]=1. The catalyst class is: 37. (3) Reactant: C(OC([NH:8][C@H:9]([C:30]([O:32]C(C)(C)C)=[O:31])[CH2:10][C@H:11]([CH2:19][C:20]1[CH:25]=[CH:24][C:23]([CH2:26][CH2:27][CH2:28][F:29])=[CH:22][N:21]=1)[C:12]([O:14]C(C)(C)C)=[O:13])=O)(C)(C)C.C1(C)C=CC=CC=1. Product: [F:29][CH2:28][CH2:27][CH2:26][C:23]1[CH:24]=[CH:25][C:20]([CH2:19][C@H:11]([C:12]([OH:14])=[O:13])[CH2:10][C@@H:9]([C:30]([OH:32])=[O:31])[NH2:8])=[N:21][CH:22]=1. The catalyst class is: 55.